From a dataset of NCI-60 drug combinations with 297,098 pairs across 59 cell lines. Regression. Given two drug SMILES strings and cell line genomic features, predict the synergy score measuring deviation from expected non-interaction effect. (1) Drug 1: CC1=C2C(C(=O)C3(C(CC4C(C3C(C(C2(C)C)(CC1OC(=O)C(C(C5=CC=CC=C5)NC(=O)OC(C)(C)C)O)O)OC(=O)C6=CC=CC=C6)(CO4)OC(=O)C)O)C)O. Drug 2: C1CNP(=O)(OC1)N(CCCl)CCCl. Cell line: NCI-H522. Synergy scores: CSS=19.5, Synergy_ZIP=-8.97, Synergy_Bliss=-7.28, Synergy_Loewe=-5.90, Synergy_HSA=-6.48. (2) Drug 1: CN1CCC(CC1)COC2=C(C=C3C(=C2)N=CN=C3NC4=C(C=C(C=C4)Br)F)OC. Drug 2: CS(=O)(=O)CCNCC1=CC=C(O1)C2=CC3=C(C=C2)N=CN=C3NC4=CC(=C(C=C4)OCC5=CC(=CC=C5)F)Cl. Cell line: BT-549. Synergy scores: CSS=-1.33, Synergy_ZIP=1.41, Synergy_Bliss=2.88, Synergy_Loewe=-1.16, Synergy_HSA=-0.457. (3) Drug 1: CC(C)(C#N)C1=CC(=CC(=C1)CN2C=NC=N2)C(C)(C)C#N. Drug 2: CCCCCOC(=O)NC1=NC(=O)N(C=C1F)C2C(C(C(O2)C)O)O. Cell line: MALME-3M. Synergy scores: CSS=-12.9, Synergy_ZIP=5.04, Synergy_Bliss=0.849, Synergy_Loewe=-12.5, Synergy_HSA=-11.6. (4) Drug 2: CCC1(C2=C(COC1=O)C(=O)N3CC4=CC5=C(C=CC(=C5CN(C)C)O)N=C4C3=C2)O.Cl. Cell line: MDA-MB-435. Synergy scores: CSS=5.24, Synergy_ZIP=0.508, Synergy_Bliss=2.32, Synergy_Loewe=-78.4, Synergy_HSA=-2.59. Drug 1: CC1=CC2C(CCC3(C2CCC3(C(=O)C)OC(=O)C)C)C4(C1=CC(=O)CC4)C. (5) Drug 1: CC1=C2C(C(=O)C3(C(CC4C(C3C(C(C2(C)C)(CC1OC(=O)C(C(C5=CC=CC=C5)NC(=O)OC(C)(C)C)O)O)OC(=O)C6=CC=CC=C6)(CO4)OC(=O)C)O)C)O. Drug 2: CCC1(C2=C(COC1=O)C(=O)N3CC4=CC5=C(C=CC(=C5CN(C)C)O)N=C4C3=C2)O.Cl. Cell line: UACC62. Synergy scores: CSS=41.1, Synergy_ZIP=-3.96, Synergy_Bliss=-5.74, Synergy_Loewe=-8.29, Synergy_HSA=-3.48.